This data is from Catalyst prediction with 721,799 reactions and 888 catalyst types from USPTO. The task is: Predict which catalyst facilitates the given reaction. (1) Reactant: [CH3:1][O:2][C:3]1[CH:4]=[C:5]([CH:8]=[C:9]([O:11][CH3:12])[CH:10]=1)[CH2:6][NH2:7].[CH2:13]1[CH2:19][S:16](=[O:18])(=[O:17])[O:15][CH2:14]1. Product: [CH3:12][O:11][C:9]1[CH:8]=[C:5]([CH:4]=[C:3]([O:2][CH3:1])[CH:10]=1)[CH2:6][NH:7][CH2:14][CH2:13][CH2:19][S:16]([OH:18])(=[O:17])=[O:15]. The catalyst class is: 131. (2) Reactant: [Cl:1][C:2]1[CH:3]=[CH:4][C:5]([CH2:8][O:9][C:10]2[CH:15]=[CH:14][N:13]([C:16]3[CH:17]=[N:18][C:19]([N:22]([CH3:36])[CH:23]4[CH:27]([CH3:28])[CH2:26][N:25](CC5C=CC=CC=5)[CH2:24]4)=[CH:20][CH:21]=3)[C:12](=[O:37])[CH:11]=2)=[N:6][CH:7]=1.ClC(OC(Cl)C)=O. Product: [Cl:1][C:2]1[CH:3]=[CH:4][C:5]([CH2:8][O:9][C:10]2[CH:15]=[CH:14][N:13]([C:16]3[CH:17]=[N:18][C:19]([N:22]([CH3:36])[CH:23]4[CH:27]([CH3:28])[CH2:26][NH:25][CH2:24]4)=[CH:20][CH:21]=3)[C:12](=[O:37])[CH:11]=2)=[N:6][CH:7]=1. The catalyst class is: 26. (3) Reactant: [CH3:1][C:2]1[C:7]([NH:8][C:9](=[O:35])[CH:10]([C:15]2[CH:20]=[CH:19][C:18]([CH2:21][N:22]3[C:27](=[O:28])[CH2:26][O:25][C:24]([C:29]4[CH:34]=[CH:33][CH:32]=[CH:31][CH:30]=4)=[N:23]3)=[CH:17][CH:16]=2)[CH:11]([CH3:14])[CH2:12][CH3:13])=[CH:6][CH:5]=[CH:4][C:3]=1[CH2:36][CH2:37][C:38]([O:40]CC)=[O:39].[OH-].[Na+]. Product: [CH3:1][C:2]1[C:7]([NH:8][C:9](=[O:35])[CH:10]([C:15]2[CH:20]=[CH:19][C:18]([CH2:21][N:22]3[C:27](=[O:28])[CH2:26][O:25][C:24]([C:29]4[CH:30]=[CH:31][CH:32]=[CH:33][CH:34]=4)=[N:23]3)=[CH:17][CH:16]=2)[CH:11]([CH3:14])[CH2:12][CH3:13])=[CH:6][CH:5]=[CH:4][C:3]=1[CH2:36][CH2:37][C:38]([OH:40])=[O:39]. The catalyst class is: 1. (4) Reactant: [F:1][C:2]1[CH:21]=[C:20]([N+:22]([O-:24])=[O:23])[CH:19]=[CH:18][C:3]=1[O:4][C:5]1[C:14]2[C:9](=[CH:10][C:11]([OH:17])=[C:12]([O:15][CH3:16])[CH:13]=2)[N:8]=[CH:7][CH:6]=1.C(=O)([O-])[O-].[Cs+].[Cs+].CS(O[CH2:36][CH:37]1[CH2:42][CH2:41][N:40]([C:43]([O:45][C:46]([CH3:49])([CH3:48])[CH3:47])=[O:44])[CH2:39][CH2:38]1)(=O)=O. Product: [F:1][C:2]1[CH:21]=[C:20]([N+:22]([O-:24])=[O:23])[CH:19]=[CH:18][C:3]=1[O:4][C:5]1[C:14]2[C:9](=[CH:10][C:11]([O:17][CH2:36][CH:37]3[CH2:42][CH2:41][N:40]([C:43]([O:45][C:46]([CH3:47])([CH3:49])[CH3:48])=[O:44])[CH2:39][CH2:38]3)=[C:12]([O:15][CH3:16])[CH:13]=2)[N:8]=[CH:7][CH:6]=1. The catalyst class is: 287. (5) Reactant: [NH2:1][C:2]1[CH:10]=[C:9]([O:11][CH3:12])[CH:8]=[CH:7][C:3]=1[C:4](O)=[O:5].CC[N:15]=C=NCCCN(C)C.C1C=CC2N(O)N=NC=2C=1.CN1CCOCC1.[NH4+].[OH-]. Product: [NH2:1][C:2]1[CH:10]=[C:9]([O:11][CH3:12])[CH:8]=[CH:7][C:3]=1[C:4]([NH2:15])=[O:5]. The catalyst class is: 1. (6) Reactant: [C:1]([C:6]1[CH:11]=[CH:10][CH:9]=[CH:8][CH:7]=1)#[C:2][CH2:3][CH2:4][CH3:5].[N+:12]([CH:15](C(OCC)=O)[C:16]([O:18]CC)=[O:17])([O-])=[O:13]. Product: [C:6]1([C:1]2[O:13][N:12]=[C:15]([C:16]([OH:18])=[O:17])[C:2]=2[CH2:3][CH2:4][CH3:5])[CH:7]=[CH:8][CH:9]=[CH:10][CH:11]=1. The catalyst class is: 13. (7) Reactant: N1C=CC=[CH:3][C:2]=1[S:7][S:8][C:9]1[CH:14]=[CH:13][CH:12]=[CH:11][N:10]=1.SC(C)[CH2:17][OH:18]. Product: [N:10]1[CH:11]=[CH:12][CH:13]=[CH:14][C:9]=1[S:8][S:7][CH:2]([CH3:3])[CH2:17][OH:18]. The catalyst class is: 5.